This data is from Reaction yield outcomes from USPTO patents with 853,638 reactions. The task is: Predict the reaction yield, written as a fraction of the theoretical maximum amount of product (1.0 means a 100% yield; for example, 0.34 means a 34% yield). (1) The yield is 0.320. The reactants are [F:1][C:2]([F:13])([F:12])[C:3]1[C:8]([C:9]([OH:11])=O)=[CH:7][N:6]=[CH:5][N:4]=1.[CH3:14][O:15][C:16](=[O:41])[C@H:17]([CH2:33][C:34]1[CH:39]=[CH:38][C:37]([NH2:40])=[CH:36][CH:35]=1)[NH:18][C:19]([C:21]1([CH2:25][CH2:26][CH2:27][CH2:28][S:29]([CH3:32])(=[O:31])=[O:30])[CH2:24][CH2:23][CH2:22]1)=[S:20].COC(=O)[C@H](CC1C=CC(NC(C2C=NC(C(F)(F)F)=NC=2)=O)=CC=1)NC(C1(CCCCS(C)(=O)=O)CCC1)=S. The product is [CH3:14][O:15][C:16](=[O:41])[C@H:17]([CH2:33][C:34]1[CH:39]=[CH:38][C:37]([NH:40][C:9]([C:8]2[C:3]([C:2]([F:1])([F:13])[F:12])=[N:4][CH:5]=[N:6][CH:7]=2)=[O:11])=[CH:36][CH:35]=1)[NH:18][C:19]([C:21]1([CH2:25][CH2:26][CH2:27][CH2:28][S:29]([CH3:32])(=[O:31])=[O:30])[CH2:22][CH2:23][CH2:24]1)=[S:20]. No catalyst specified. (2) The reactants are [CH:1]1[C:14]2[C:5](=[CH:6][C:7]3[C:12]([C:13]=2[C:15]2[C:16]4[C:21]([CH:22]=[C:23]5[C:28]=2[CH:27]=[CH:26][CH:25]=[CH:24]5)=[CH:20][CH:19]=[CH:18][CH:17]=4)=[CH:11][CH:10]=[CH:9][CH:8]=3)[CH:4]=[CH:3][CH:2]=1.[Br:29]N1C(=O)CCC1=O.O. The catalyst is CN(C=O)C. The product is [Br:29][C:22]1[C:21]2[C:16](=[CH:17][CH:18]=[CH:19][CH:20]=2)[C:15]([C:13]2[C:14]3[C:5]([CH:6]=[C:7]4[C:12]=2[CH:11]=[CH:10][CH:9]=[CH:8]4)=[CH:4][CH:3]=[CH:2][CH:1]=3)=[C:28]2[C:23]=1[CH:24]=[CH:25][CH:26]=[CH:27]2. The yield is 0.370. (3) The reactants are [OH:1][CH2:2][C:3]([C:5]1[CH:10]=[CH:9][C:8]([C:11]#[N:12])=[CH:7][CH:6]=1)=O.Cl.[C:14]([O:18][C:19](=[O:23])[C@@H:20]([CH3:22])[NH2:21])([CH3:17])([CH3:16])[CH3:15].C(N(CC)CC)C.[BH4-].[Na+]. The catalyst is CO.C(Cl)Cl. The product is [C:11]([C:8]1[CH:9]=[CH:10][C:5]([CH:3]([NH:21][C@@H:20]([C:19]([O:18][C:14]([CH3:17])([CH3:16])[CH3:15])=[O:23])[CH3:22])[CH2:2][OH:1])=[CH:6][CH:7]=1)#[N:12]. The yield is 0.430. (4) The reactants are [F:1][C:2]1[CH:3]=[C:4]([Mg]Br)[CH:5]=[C:6]([F:8])[CH:7]=1.[CH:11]12[O:16][CH:15]1[CH2:14][CH2:13][CH2:12]2. The catalyst is C1COCC1.[Cu]I. The product is [F:1][C:2]1[CH:3]=[C:4]([C@H:14]2[CH2:13][CH2:12][CH2:11][C@@H:15]2[OH:16])[CH:5]=[C:6]([F:8])[CH:7]=1. The yield is 0.900.